Dataset: Reaction yield outcomes from USPTO patents with 853,638 reactions. Task: Predict the reaction yield, written as a fraction of the theoretical maximum amount of product (1.0 means a 100% yield; for example, 0.34 means a 34% yield). (1) The reactants are C(N(CC)CC)C.[CH2:8]([O:10][C:11]([C:13]1[C:18](O)=[CH:17][C:16](=[O:20])[N:15]([CH3:21])[CH:14]=1)=[O:12])[CH3:9].O=P(Cl)(Cl)[Cl:24]. No catalyst specified. The product is [CH2:8]([O:10][C:11]([C:13]1[C:18]([Cl:24])=[CH:17][C:16](=[O:20])[N:15]([CH3:21])[CH:14]=1)=[O:12])[CH3:9]. The yield is 0.670. (2) The reactants are C([O:5][C:6]([C@@H:8]1[O:12][C:11](=[O:13])[N:10]([C:14]2[CH:19]=[C:18]([F:20])[C:17]([N:21]3[CH:26]=[CH:25][C:24](=[O:27])[CH2:23][CH2:22]3)=[C:16]([F:28])[CH:15]=2)[CH2:9]1)=O)CCC.[CH3:29][NH2:30]. The catalyst is CO. The product is [CH3:29][NH:30][C:6]([C@@H:8]1[O:12][C:11](=[O:13])[N:10]([C:14]2[CH:15]=[C:16]([F:28])[C:17]([N:21]3[CH:26]=[CH:25][C:24](=[O:27])[CH2:23][CH2:22]3)=[C:18]([F:20])[CH:19]=2)[CH2:9]1)=[O:5]. The yield is 0.760. (3) The reactants are C(Cl)(=O)C(Cl)=O.CS(C)=O.[C:11]([O:15][C:16]([N:18]1[C:22]2[CH:23]=[CH:24][CH:25]=[CH:26][C:21]=2[N:20]=[C:19]1[CH2:27][N:28]([CH:34]1[C:43]2[N:42]=[CH:41][CH:40]=[CH:39][C:38]=2[CH2:37][CH2:36][CH2:35]1)[CH2:29][CH2:30][CH2:31][CH2:32][OH:33])=[O:17])([CH3:14])([CH3:13])[CH3:12].C(N(CC)CC)C. The catalyst is C(Cl)Cl. The product is [C:11]([O:15][C:16]([N:18]1[C:22]2[CH:23]=[CH:24][CH:25]=[CH:26][C:21]=2[N:20]=[C:19]1[CH2:27][N:28]([CH:34]1[C:43]2[N:42]=[CH:41][CH:40]=[CH:39][C:38]=2[CH2:37][CH2:36][CH2:35]1)[CH2:29][CH2:30][CH2:31][CH:32]=[O:33])=[O:17])([CH3:14])([CH3:12])[CH3:13]. The yield is 0.390.